Dataset: Catalyst prediction with 721,799 reactions and 888 catalyst types from USPTO. Task: Predict which catalyst facilitates the given reaction. (1) The catalyst class is: 239. Product: [O:27]=[C:25]1[C:23]2[CH:22]=[CH:21][N:20]=[C:19]3[NH:18][CH:17]=[C:16]([C:24]=23)[CH2:15][N:14]1[CH:10]1[CH2:11][CH2:12][CH2:13][N:8]([C:6]([O:5][C:1]([CH3:2])([CH3:3])[CH3:4])=[O:7])[CH2:9]1. Reactant: [C:1]([O:5][C:6]([N:8]1[CH2:13][CH2:12][CH2:11][CH:10]([NH:14][CH2:15][C:16]2[C:24]3[C:23]([C:25]([OH:27])=O)=[CH:22][CH:21]=[N:20][C:19]=3[NH:18][CH:17]=2)[CH2:9]1)=[O:7])([CH3:4])([CH3:3])[CH3:2].CN(C(ON1N=NC2C=CC=NC1=2)=[N+](C)C)C.F[P-](F)(F)(F)(F)F. (2) Reactant: [CH3:1][O:2][C:3](=[O:12])[CH:4]([C:6]1[CH:11]=[CH:10][CH:9]=[CH:8][CH:7]=1)Br.C(N(CC)CC)C.[CH3:20][N:21]1[CH2:26][CH2:25][NH:24][CH2:23][CH2:22]1. Product: [CH3:1][O:2][C:3](=[O:12])[CH:4]([N:24]1[CH2:25][CH2:26][N:21]([CH3:20])[CH2:22][CH2:23]1)[C:6]1[CH:11]=[CH:10][CH:9]=[CH:8][CH:7]=1. The catalyst class is: 7. (3) Reactant: [CH2:1]1[O:10][C:9]2[CH:8]=[CH:7][C:5]([NH2:6])=[CH:4][C:3]=2[O:2]1.Cl[C:12](OC1C=CC=CC=1)=[O:13].C(N(CC)CC)C.[CH2:28]1[C:36]2[C:31](=[CH:32][CH:33]=[CH:34][CH:35]=2)[CH2:30][NH:29]1. Product: [CH2:1]1[O:10][C:9]2[CH:8]=[CH:7][C:5]([NH:6][C:12]([N:29]3[CH2:30][C:31]4[C:36](=[CH:35][CH:34]=[CH:33][CH:32]=4)[CH2:28]3)=[O:13])=[CH:4][C:3]=2[O:2]1. The catalyst class is: 2. (4) Reactant: [Br:1][C:2]1[C:7]([OH:8])=[CH:6][CH:5]=[C:4]([CH3:9])[CH:3]=1.C(=O)([O-])[O-].[K+].[K+].[CH2:16](Cl)[C:17](=[CH2:19])[CH3:18]. Product: [Br:1][C:2]1[CH:3]=[C:4]([CH3:9])[CH:5]=[CH:6][C:7]=1[O:8][CH2:18][C:17]([CH3:19])=[CH2:16]. The catalyst class is: 42. (5) Reactant: [F:1][C:2]1[CH:3]=[C:4]([C:8]2[C:16]3[C:11](=[CH:12][CH:13]=[C:14]([NH2:17])[CH:15]=3)[N:10]([C:18]([C:31]3[CH:36]=[CH:35][CH:34]=[CH:33][CH:32]=3)([C:25]3[CH:30]=[CH:29][CH:28]=[CH:27][CH:26]=3)[C:19]3[CH:24]=[CH:23][CH:22]=[CH:21][CH:20]=3)[N:9]=2)[CH:5]=[CH:6][CH:7]=1.C(=O)([O-])O.[Na+].[Br:42]Br. Product: [Br:42][C:15]1[C:14]([NH2:17])=[CH:13][CH:12]=[C:11]2[C:16]=1[C:8]([C:4]1[CH:5]=[CH:6][CH:7]=[C:2]([F:1])[CH:3]=1)=[N:9][N:10]2[C:18]([C:25]1[CH:26]=[CH:27][CH:28]=[CH:29][CH:30]=1)([C:31]1[CH:32]=[CH:33][CH:34]=[CH:35][CH:36]=1)[C:19]1[CH:24]=[CH:23][CH:22]=[CH:21][CH:20]=1. The catalyst class is: 4. (6) The catalyst class is: 5. Reactant: [CH3:1][O:2][C:3]1[N:4](C2CCCCO2)[C:5]2[C:10]([N:11]=1)=[C:9]([NH2:12])[N:8]=[C:7]([O:13][CH2:14][CH:15]1[CH2:19][CH2:18][CH2:17][O:16]1)[N:6]=2.[F:26][C:27]([F:32])([F:31])[C:28]([OH:30])=[O:29]. Product: [F:26][C:27]([F:32])([F:31])[C:28]([OH:30])=[O:29].[CH3:1][O:2][C:3]1[NH:4][C:5]2[C:10]([N:11]=1)=[C:9]([NH2:12])[N:8]=[C:7]([O:13][CH2:14][CH:15]1[CH2:19][CH2:18][CH2:17][O:16]1)[N:6]=2. (7) Reactant: Cl[C:2]1[CH:11]=[CH:10][C:9]2[C:8]([C:12]([NH:14][CH2:15][C:16]34[CH2:25][CH:20]5[CH2:21][CH:22]([CH2:24][CH:18]([CH2:19]5)[CH2:17]3)[CH2:23]4)=[O:13])=[C:7]([Cl:26])[CH:6]=[CH:5][C:4]=2[N:3]=1.C(N(CC)CC)C.[NH:34]1[CH2:38][CH2:37][C@H:36]([NH:39][CH2:40][CH2:41][C:42]#[N:43])[CH2:35]1. Product: [Cl:26][C:7]1[CH:6]=[CH:5][C:4]2[N:3]=[C:2]([N:34]3[CH2:38][CH2:37][C@H:36]([NH:39][CH2:40][CH2:41][C:42]#[N:43])[CH2:35]3)[CH:11]=[CH:10][C:9]=2[C:8]=1[C:12]([NH:14][CH2:15][C:16]12[CH2:23][CH:22]3[CH2:21][CH:20]([CH2:19][CH:18]([CH2:24]3)[CH2:17]1)[CH2:25]2)=[O:13]. The catalyst class is: 10. (8) Reactant: [F:1][C:2]1[CH:7]=[CH:6][C:5]([CH:8]([OH:28])[CH:9]([CH2:15][C:16]2[O:20][N:19]=[C:18]([O:21][C:22]([F:27])([F:26])[CH:23]([F:25])[F:24])[CH:17]=2)[C:10]([O:12]CC)=[O:11])=[CH:4][CH:3]=1.[OH-].[Na+]. Product: [F:1][C:2]1[CH:3]=[CH:4][C:5]([CH:8]([OH:28])[CH:9]([CH2:15][C:16]2[O:20][N:19]=[C:18]([O:21][C:22]([F:26])([F:27])[CH:23]([F:25])[F:24])[CH:17]=2)[C:10]([OH:12])=[O:11])=[CH:6][CH:7]=1. The catalyst class is: 5. (9) Reactant: [CH2:1]([O:8][C:9]1[CH:14]=[CH:13][C:12]([NH:15][C:16]2[C:21]([N+:22]([O-])=O)=[CH:20][CH:19]=[CH:18][N:17]=2)=[CH:11][CH:10]=1)[C:2]1[CH:7]=[CH:6][CH:5]=[CH:4][CH:3]=1.[Cl-].[Cl-].[Ca+2]. Product: [CH2:1]([O:8][C:9]1[CH:14]=[CH:13][C:12]([NH:15][C:16]2[C:21]([NH2:22])=[CH:20][CH:19]=[CH:18][N:17]=2)=[CH:11][CH:10]=1)[C:2]1[CH:3]=[CH:4][CH:5]=[CH:6][CH:7]=1. The catalyst class is: 314.